Task: Predict which catalyst facilitates the given reaction.. Dataset: Catalyst prediction with 721,799 reactions and 888 catalyst types from USPTO (1) Reactant: C1N2CCN(CC2)C1.[CH2:9]([O:11][C:12]([C:14]1[C:15](=[O:25])[NH:16][C:17]2[C:22]([C:23]=1Cl)=[CH:21][N:20]=[CH:19][CH:18]=2)=[O:13])[CH3:10].[N:26]1([C:32]([C:34]2[S:35][CH:36]=[CH:37][CH:38]=2)=[O:33])[CH2:31][CH2:30][NH:29][CH2:28][CH2:27]1. Product: [CH2:9]([O:11][C:12]([C:14]1[C:15](=[O:25])[NH:16][C:17]2[C:22]([C:23]=1[N:29]1[CH2:30][CH2:31][N:26]([C:32]([C:34]3[S:35][CH:36]=[CH:37][CH:38]=3)=[O:33])[CH2:27][CH2:28]1)=[CH:21][N:20]=[CH:19][CH:18]=2)=[O:13])[CH3:10]. The catalyst class is: 6. (2) Reactant: [CH3:1][O:2][C:3](=[O:15])/[CH:4]=[CH:5]/[C:6]1[CH:14]=[CH:13][C:11]([OH:12])=[C:8]([O:9][CH3:10])[CH:7]=1.C(=O)([O-])[O-].[K+].[K+]. Product: [CH3:1][O:2][C:3](=[O:15])/[CH:4]=[CH:5]/[C:6]1[CH:14]=[CH:13][C:11]([O:12][CH2:3][CH2:4][CH2:5][CH3:6])=[C:8]([O:9][CH3:10])[CH:7]=1. The catalyst class is: 131. (3) Reactant: [CH2:1]([C:3]1([C:28]2[CH:33]=[CH:32][C:31]([F:34])=[CH:30][CH:29]=2)[C:12]2[C:7](=[CH:8][CH:9]=[C:10]([F:14])[C:11]=2[F:13])[N:6]([CH2:15][C:16]2[CH:21]=[CH:20][N:19]=[CH:18][CH:17]=2)[C:5](=[O:22])[N:4]1[CH2:23][C:24]([F:27])([F:26])[F:25])[CH3:2].C1C=C(Cl)C=C(C(OO)=[O:43])C=1. Product: [CH2:1]([C:3]1([C:28]2[CH:29]=[CH:30][C:31]([F:34])=[CH:32][CH:33]=2)[C:12]2[C:7](=[CH:8][CH:9]=[C:10]([F:14])[C:11]=2[F:13])[N:6]([CH2:15][C:16]2[CH:21]=[CH:20][N+:19]([O-:43])=[CH:18][CH:17]=2)[C:5](=[O:22])[N:4]1[CH2:23][C:24]([F:26])([F:25])[F:27])[CH3:2]. The catalyst class is: 2. (4) Reactant: [N+:1]([C:4]1[C:5]([NH2:13])=[N:6][CH:7]=[C:8]([N+:10]([O-:12])=[O:11])[CH:9]=1)([O-:3])=[O:2].Cl[C:15]1[CH:20]=[CH:19][CH:18]=[CH:17][C:16]=1[OH:21].C([O-])(=O)C.[Na+]. Product: [N+:1]([C:4]1[C:5]([NH:13][C:15]2[CH:20]=[CH:19][CH:18]=[CH:17][C:16]=2[OH:21])=[N:6][CH:7]=[C:8]([N+:10]([O-:12])=[O:11])[CH:9]=1)([O-:3])=[O:2]. The catalyst class is: 88. (5) Reactant: [C:1]([C:3]1[N:11]=[CH:10][C:9]2[N:8]([CH2:12][O:13][CH2:14][CH2:15][Si:16]([CH3:19])([CH3:18])[CH3:17])[C:7]3[N:20]=[CH:21][CH:22]=[C:23]([N:24]4[CH2:28][CH2:27][C@H:26]([N:29]([CH2:37][CH3:38])[C:30](=[O:36])[O:31][C:32]([CH3:35])([CH3:34])[CH3:33])[CH2:25]4)[C:6]=3[C:5]=2[CH:4]=1)#[N:2].C([O-])(=O)C.[Na+].[Br:44]Br. Product: [Br:44][C:22]1[CH:21]=[N:20][C:7]2[N:8]([CH2:12][O:13][CH2:14][CH2:15][Si:16]([CH3:18])([CH3:19])[CH3:17])[C:9]3[CH:10]=[N:11][C:3]([C:1]#[N:2])=[CH:4][C:5]=3[C:6]=2[C:23]=1[N:24]1[CH2:28][CH2:27][C@H:26]([N:29]([CH2:37][CH3:38])[C:30](=[O:36])[O:31][C:32]([CH3:33])([CH3:34])[CH3:35])[CH2:25]1. The catalyst class is: 342. (6) Reactant: [OH:1][C:2]1[CH:3]=[C:4]([CH:7]=[C:8]([CH2:10][CH2:11][CH2:12][O:13][CH3:14])[CH:9]=1)[CH:5]=[O:6].S(Cl)([Cl:18])(=O)=O. Product: [Cl:18][C:3]1[C:2]([OH:1])=[CH:9][C:8]([CH2:10][CH2:11][CH2:12][O:13][CH3:14])=[CH:7][C:4]=1[CH:5]=[O:6]. The catalyst class is: 4. (7) The catalyst class is: 610. Product: [F:1][C:2]1[C:8]([Br:9])=[CH:7][CH:6]=[C:4]2[C:3]=1[CH:14]=[CH:13][CH:18]=[N:5]2.[F:1][C:2]1[CH:3]=[C:4]2[C:6]([CH:14]=[CH:13][CH:18]=[N:5]2)=[CH:7][C:8]=1[Br:9]. Reactant: [F:1][C:2]1[CH:3]=[C:4]([CH:6]=[CH:7][C:8]=1[Br:9])[NH2:5].[N+]([C:13]1[CH:18]=CC=C[CH:14]=1)([O-])=O.S(=O)(=O)(O)O. (8) Reactant: [OH:1][C@@H:2]1[CH2:5][C@H:4]([CH:6]([NH:8][C:9]([C:11]2[C:19]3[C:14](=[N:15][CH:16]=[C:17]([C:20]4[C:28]5[C:23](=[CH:24][C:25]([F:29])=[CH:26][CH:27]=5)[N:22]([CH3:30])[N:21]=4)[N:18]=3)[N:13]([CH2:31][O:32][CH2:33][CH2:34][Si:35]([CH3:38])([CH3:37])[CH3:36])[CH:12]=2)=[O:10])[CH3:7])[CH2:3]1.[N+:39]([C:42]1[CH:50]=[CH:49][C:45]([C:46](O)=[O:47])=[CH:44][CH:43]=1)([O-:41])=[O:40].C1(P(C2C=CC=CC=2)C2C=CC=CC=2)C=CC=CC=1.N(C(OCC)=O)=NC(OCC)=O. Product: [F:29][C:25]1[CH:24]=[C:23]2[C:28]([C:20]([C:17]3[N:18]=[C:19]4[C:11]([C:9]([NH:8][CH:6]([C@H:4]5[CH2:3][C@H:2]([O:1][C:46](=[O:47])[C:45]6[CH:44]=[CH:43][C:42]([N+:39]([O-:41])=[O:40])=[CH:50][CH:49]=6)[CH2:5]5)[CH3:7])=[O:10])=[CH:12][N:13]([CH2:31][O:32][CH2:33][CH2:34][Si:35]([CH3:37])([CH3:36])[CH3:38])[C:14]4=[N:15][CH:16]=3)=[N:21][N:22]2[CH3:30])=[CH:27][CH:26]=1. The catalyst class is: 76.